From a dataset of Catalyst prediction with 721,799 reactions and 888 catalyst types from USPTO. Predict which catalyst facilitates the given reaction. Reactant: [CH2:1]([O:3][C:4]([C:6]1[S:10][C:9]2[CH:11]=[C:12]([CH2:15][OH:16])[CH:13]=[CH:14][C:8]=2[CH:7]=1)=[O:5])[CH3:2]. Product: [CH2:1]([O:3][C:4]([C:6]1[S:10][C:9]2[CH:11]=[C:12]([CH:15]=[O:16])[CH:13]=[CH:14][C:8]=2[CH:7]=1)=[O:5])[CH3:2]. The catalyst class is: 177.